From a dataset of NCI-60 drug combinations with 297,098 pairs across 59 cell lines. Regression. Given two drug SMILES strings and cell line genomic features, predict the synergy score measuring deviation from expected non-interaction effect. (1) Drug 1: CNC(=O)C1=CC=CC=C1SC2=CC3=C(C=C2)C(=NN3)C=CC4=CC=CC=N4. Drug 2: CCC1(CC2CC(C3=C(CCN(C2)C1)C4=CC=CC=C4N3)(C5=C(C=C6C(=C5)C78CCN9C7C(C=CC9)(C(C(C8N6C)(C(=O)OC)O)OC(=O)C)CC)OC)C(=O)OC)O.OS(=O)(=O)O. Cell line: OVCAR-5. Synergy scores: CSS=14.7, Synergy_ZIP=5.78, Synergy_Bliss=7.81, Synergy_Loewe=-25.6, Synergy_HSA=6.24. (2) Drug 1: CC1C(C(CC(O1)OC2CC(OC(C2O)C)OC3=CC4=CC5=C(C(=O)C(C(C5)C(C(=O)C(C(C)O)O)OC)OC6CC(C(C(O6)C)O)OC7CC(C(C(O7)C)O)OC8CC(C(C(O8)C)O)(C)O)C(=C4C(=C3C)O)O)O)O. Drug 2: CC(C)NC(=O)C1=CC=C(C=C1)CNNC.Cl. Cell line: NCI-H460. Synergy scores: CSS=35.5, Synergy_ZIP=0.246, Synergy_Bliss=-0.157, Synergy_Loewe=-34.0, Synergy_HSA=-0.242. (3) Drug 1: C1C(C(OC1N2C=NC3=C(N=C(N=C32)Cl)N)CO)O. Drug 2: CN1C2=C(C=C(C=C2)N(CCCl)CCCl)N=C1CCCC(=O)O.Cl. Cell line: 786-0. Synergy scores: CSS=13.9, Synergy_ZIP=-3.80, Synergy_Bliss=1.32, Synergy_Loewe=-21.7, Synergy_HSA=-1.45. (4) Drug 1: CC12CCC(CC1=CCC3C2CCC4(C3CC=C4C5=CN=CC=C5)C)O. Drug 2: C(CN)CNCCSP(=O)(O)O. Cell line: HCT116. Synergy scores: CSS=22.7, Synergy_ZIP=6.67, Synergy_Bliss=10.4, Synergy_Loewe=6.13, Synergy_HSA=10.5. (5) Drug 1: COC1=NC(=NC2=C1N=CN2C3C(C(C(O3)CO)O)O)N. Drug 2: C(CCl)NC(=O)N(CCCl)N=O. Cell line: SNB-75. Synergy scores: CSS=1.20, Synergy_ZIP=-0.938, Synergy_Bliss=-0.936, Synergy_Loewe=-0.769, Synergy_HSA=-0.881. (6) Drug 1: CC=C1C(=O)NC(C(=O)OC2CC(=O)NC(C(=O)NC(CSSCCC=C2)C(=O)N1)C(C)C)C(C)C. Drug 2: CC(C)NC(=O)C1=CC=C(C=C1)CNNC.Cl. Cell line: RXF 393. Synergy scores: CSS=50.9, Synergy_ZIP=1.97, Synergy_Bliss=2.55, Synergy_Loewe=-51.7, Synergy_HSA=0.993.